Dataset: Catalyst prediction with 721,799 reactions and 888 catalyst types from USPTO. Task: Predict which catalyst facilitates the given reaction. (1) Product: [F:1][C:2]1[CH:3]=[C:4]([N:5]2[C:24](=[O:25])[CH:23]=[C:22]([CH3:28])[N:18]=[C:19]2[CH3:21])[CH:6]=[CH:7][C:8]=1[N:9]1[CH:13]=[CH:12][CH:11]=[N:10]1. The catalyst class is: 2. Reactant: [F:1][C:2]1[CH:3]=[C:4]([CH:6]=[CH:7][C:8]=1[N:9]1[CH:13]=[CH:12][CH:11]=[N:10]1)[NH2:5].C[Al](C)C.[NH:18](/[C:22](/[CH3:28])=[CH:23]\[C:24](OC)=[O:25])[C:19]([CH3:21])=O. (2) Reactant: C(OC([N:8]1[C@@H:13]([CH3:14])[CH2:12][N:11]([C:15](=[O:30])[C:16]2[CH:21]=[CH:20][C:19]([C:22]3[CH:23]=[N:24][C:25]([NH2:29])=[C:26]([OH:28])[CH:27]=3)=[CH:18][CH:17]=2)[CH2:10][C@H:9]1[CH3:31])=O)(C)(C)C.Br[CH2:33][C:34]1[CH:39]=[CH:38][CH:37]=[CH:36][C:35]=1[CH3:40].O. Product: [NH2:29][C:25]1[N:24]=[CH:23][C:22]([C:19]2[CH:20]=[CH:21][C:16]([C:15]([N:11]3[CH2:10][CH:9]([CH3:31])[NH:8][CH:13]([CH3:14])[CH2:12]3)=[O:30])=[CH:17][CH:18]=2)=[CH:27][C:26]=1[O:28][CH2:33][C:34]1[CH:39]=[CH:38][CH:37]=[CH:36][C:35]=1[CH3:40]. The catalyst class is: 3. (3) Reactant: C(O)C.C(O[CH:7]=[C:8]([C:14]([CH3:16])=O)[C:9]([O:11]CC)=[O:10])C.Cl.[CH3:18][C:19]1[CH:24]=[CH:23][C:22]([NH:25][NH2:26])=[CH:21][CH:20]=1.[OH-].[Na+]. Product: [CH3:16][C:14]1[N:25]([C:22]2[CH:23]=[CH:24][C:19]([CH3:18])=[CH:20][CH:21]=2)[N:26]=[CH:7][C:8]=1[C:9]([OH:11])=[O:10]. The catalyst class is: 6. (4) Reactant: [C:1]([C:4]1[CH:9]=[CH:8][CH:7]=[CH:6][C:5]=1[CH:10]1[CH2:13][N:12]([C:14]([O:16][C:17]([CH3:20])([CH3:19])[CH3:18])=[O:15])[CH2:11]1)(=[O:3])[CH3:2].[BH4-].[Na+]. Product: [OH:3][C@H:1]([C:4]1[CH:9]=[CH:8][CH:7]=[CH:6][C:5]=1[CH:10]1[CH2:11][N:12]([C:14]([O:16][C:17]([CH3:18])([CH3:20])[CH3:19])=[O:15])[CH2:13]1)[CH3:2]. The catalyst class is: 8. (5) Reactant: C(OC([N:8]1[CH2:13][CH2:12][CH2:11][C@H:10]([C:14]([C:17]([O:19][CH3:20])=[O:18])([CH3:16])[CH3:15])[CH2:9]1)=O)(C)(C)C.[ClH:21]. Product: [ClH:21].[CH3:20][O:19][C:17](=[O:18])[C:14]([CH3:15])([C@H:10]1[CH2:11][CH2:12][CH2:13][NH:8][CH2:9]1)[CH3:16]. The catalyst class is: 12. (6) Reactant: [OH-].[Na+].C[O:4][C:5](=[O:42])[CH2:6][C:7]1[CH:12]=[CH:11][C:10]([C:13]2[C:18]([CH3:19])=[CH:17][C:16]([C:20]([CH2:38][CH3:39])([C:23]3[CH:28]=[CH:27][C:26](/[CH:29]=[CH:30]/[C:31]([CH2:35][CH3:36])([OH:34])[CH2:32][CH3:33])=[C:25]([CH3:37])[CH:24]=3)[CH2:21][CH3:22])=[CH:15][C:14]=2[CH3:40])=[CH:9][C:8]=1[F:41].[Cl-].[NH4+]. Product: [CH2:21]([C:20]([C:16]1[CH:17]=[C:18]([CH3:19])[C:13]([C:10]2[CH:11]=[CH:12][C:7]([CH2:6][C:5]([OH:42])=[O:4])=[C:8]([F:41])[CH:9]=2)=[C:14]([CH3:40])[CH:15]=1)([C:23]1[CH:28]=[CH:27][C:26](/[CH:29]=[CH:30]/[C:31]([CH2:32][CH3:33])([OH:34])[CH2:35][CH3:36])=[C:25]([CH3:37])[CH:24]=1)[CH2:38][CH3:39])[CH3:22]. The catalyst class is: 111.